This data is from Catalyst prediction with 721,799 reactions and 888 catalyst types from USPTO. The task is: Predict which catalyst facilitates the given reaction. (1) Reactant: [CH3:1][O:2][C:3]1[CH:8]=[CH:7][C:6]([CH2:9][CH2:10][C:11]([NH:13][CH2:14][CH2:15][CH3:16])=[O:12])=[CH:5][CH:4]=1.F[B-](F)(F)F.[CH3:22][O+](C)C. Product: [CH3:22][O:12][C:11](=[N:13][CH2:14][CH2:15][CH3:16])[CH2:10][CH2:9][C:6]1[CH:5]=[CH:4][C:3]([O:2][CH3:1])=[CH:8][CH:7]=1. The catalyst class is: 2. (2) Reactant: [Li+].C[Si]([N-][Si](C)(C)C)(C)C.[C:11]([N:18]1[CH2:23][CH2:22][CH2:21][C@H:20]([OH:24])[CH2:19]1)([O:13][C:14]([CH3:17])([CH3:16])[CH3:15])=[O:12].F[C:26]1[CH:31]=[C:30]([F:32])[CH:29]=[CH:28][C:27]=1[N+:33]([O-:35])=[O:34]. Product: [F:32][C:30]1[CH:29]=[CH:28][C:27]([N+:33]([O-:35])=[O:34])=[C:26]([CH:31]=1)[O:24][C@H:20]1[CH2:21][CH2:22][CH2:23][N:18]([C:11]([O:13][C:14]([CH3:17])([CH3:16])[CH3:15])=[O:12])[CH2:19]1. The catalyst class is: 1. (3) Reactant: [CH3:1][C:2]1[C:6]([CH3:7])=[C:5]([NH:8][C:9](=[O:16])OCC(Cl)(Cl)Cl)[O:4][N:3]=1.Cl.Cl.[F:19][C:20]1[CH:21]=[C:22]([C:27]2[CH:32]=[CH:31][N:30]=[C:29]([N:33]3[CH2:38][CH2:37][NH:36][CH2:35][CH2:34]3)[N:28]=2)[CH:23]=[CH:24][C:25]=1[F:26]. Product: [CH3:1][C:2]1[C:6]([CH3:7])=[C:5]([NH:8][C:9]([N:36]2[CH2:37][CH2:38][N:33]([C:29]3[N:28]=[C:27]([C:22]4[CH:23]=[CH:24][C:25]([F:26])=[C:20]([F:19])[CH:21]=4)[CH:32]=[CH:31][N:30]=3)[CH2:34][CH2:35]2)=[O:16])[O:4][N:3]=1. The catalyst class is: 188. (4) Reactant: [CH3:1][C:2]1[CH:10]=[CH:9][CH:8]=[C:7]2[C:3]=1[CH2:4][C:5](=[O:11])[NH:6]2.[CH3:12][C:13]1[C:21]2[C:16](=[CH:17][CH:18]=[CH:19][CH:20]=2)[NH:15][C:14]=1[CH:22]=O.N1CCCCC1. Product: [CH3:1][C:2]1[CH:10]=[CH:9][CH:8]=[C:7]2[C:3]=1[C:4](=[CH:22][C:14]1[NH:15][C:16]3[C:21]([C:13]=1[CH3:12])=[CH:20][CH:19]=[CH:18][CH:17]=3)[C:5](=[O:11])[NH:6]2. The catalyst class is: 8. (5) Reactant: [N+:1]([C:4]1[C:13]2[C:8](=[CH:9][CH:10]=[CH:11][CH:12]=2)[C:7]([NH2:14])=[CH:6][CH:5]=1)([O-:3])=[O:2].[BH3-]C#N.[Na+].[H][H].O.[F:22][C:23]([F:27])([F:26])[CH:24]=O. Product: [N+:1]([C:4]1[C:13]2[C:8](=[CH:9][CH:10]=[CH:11][CH:12]=2)[C:7]([NH:14][CH2:24][C:23]([F:27])([F:26])[F:22])=[CH:6][CH:5]=1)([O-:3])=[O:2]. The catalyst class is: 67. (6) Reactant: [Cl:1][C:2]1[N:7]=[C:6]([N:8]([CH3:13])[CH2:9][CH2:10][CH2:11][OH:12])[C:5]([CH3:14])=[CH:4][N:3]=1.[CH2:15]([O:17][C:18](=[O:30])[CH2:19][C@H:20]1[C:28]2[C:23](=[CH:24][C:25](O)=[CH:26][CH:27]=2)[CH2:22][CH2:21]1)[CH3:16].C1C=CC(P(C2C=CC=CC=2)C2C=CC=CC=2)=CC=1.C1CCN(C(N=NC(N2CCCCC2)=O)=O)CC1. Product: [Cl:1][C:2]1[N:7]=[C:6]([N:8]([CH3:13])[CH2:9][CH2:10][CH2:11][O:12][C:25]2[CH:24]=[C:23]3[C:28](=[CH:27][CH:26]=2)[C@H:20]([CH2:19][C:18]([O:17][CH2:15][CH3:16])=[O:30])[CH2:21][CH2:22]3)[C:5]([CH3:14])=[CH:4][N:3]=1. The catalyst class is: 1. (7) Reactant: [Cl:1][C:2]1[CH:11]=[C:10]([C:12](=O)[CH3:13])[C:9]([N:15]2[CH2:20][CH2:19][N:18]([CH2:21][CH2:22][O:23][CH3:24])[CH2:17][CH2:16]2)=[C:8]2[C:3]=1[CH:4]=[CH:5][CH:6]=[N:7]2.C([O-])(=O)C.[NH4+].C([BH3-])#[N:31].[Na+]. Product: [Cl:1][C:2]1[CH:11]=[C:10]([CH:12]([NH2:31])[CH3:13])[C:9]([N:15]2[CH2:16][CH2:17][N:18]([CH2:21][CH2:22][O:23][CH3:24])[CH2:19][CH2:20]2)=[C:8]2[C:3]=1[CH:4]=[CH:5][CH:6]=[N:7]2. The catalyst class is: 449. (8) Reactant: Cl.[Cl:2][CH2:3][CH2:4][NH2:5].N1C=CC=CC=1.[Cl:12][C:13]1[CH:18]=[CH:17][C:16]([S:19](Cl)(=[O:21])=[O:20])=[CH:15][CH:14]=1.Cl. Product: [Cl:2][CH2:3][CH2:4][NH:5][S:19]([C:16]1[CH:17]=[CH:18][C:13]([Cl:12])=[CH:14][CH:15]=1)(=[O:21])=[O:20]. The catalyst class is: 46. (9) Reactant: [CH3:1][C:2]1[CH:7]=[CH:6][C:5]([NH:8]C(=O)OC(C)(C)C)=[CH:4][C:3]=1[C:16]([NH:18][C:19]1[S:23][C:22]([CH3:24])=[N:21][CH:20]=1)=[O:17].Cl. Product: [NH2:8][C:5]1[CH:6]=[CH:7][C:2]([CH3:1])=[C:3]([CH:4]=1)[C:16]([NH:18][C:19]1[S:23][C:22]([CH3:24])=[N:21][CH:20]=1)=[O:17]. The catalyst class is: 5.